This data is from Tyrosyl-DNA phosphodiesterase HTS with 341,365 compounds. The task is: Binary Classification. Given a drug SMILES string, predict its activity (active/inactive) in a high-throughput screening assay against a specified biological target. (1) The result is 0 (inactive). The molecule is Clc1c(CNC(C(O)c2ccccc2)C)cccc1. (2) The drug is S1(=O)(=O)N=c2sc(SCC(OCC)=O)nn2CC1. The result is 0 (inactive). (3) The drug is o1nc(nc1CN1CCN(CC1)c1c(OC)cccc1)c1cc(OC)c(OC)cc1. The result is 0 (inactive). (4) The molecule is o1nc(nc1CNc1ccccc1)c1ccccc1. The result is 0 (inactive). (5) The drug is S=C(Nc1c(c(ccc1)C)C)N\N=C\C(c1ccccc1)C. The result is 0 (inactive). (6) The drug is s1c2c(CCCC2)c2c1n(c(=O)n(c2=O)c1ccccc1)CC(=O)Nc1ccccc1. The result is 0 (inactive). (7) The drug is s1c(N2CCN(C(CC(C)C)c3n(nnn3)CC3OCCC3)CC2)nc2c1cccc2. The result is 0 (inactive).